The task is: Predict the reactants needed to synthesize the given product.. This data is from Full USPTO retrosynthesis dataset with 1.9M reactions from patents (1976-2016). (1) The reactants are: [C:1]([C:5]1[CH:10]=[CH:9][C:8]([S:11]([N:14]([CH2:22][C:23](O)=[O:24])[C:15]2[CH:16]=[N:17][C:18]([CH3:21])=[CH:19][CH:20]=2)(=[O:13])=[O:12])=[CH:7][CH:6]=1)([CH3:4])([CH3:3])[CH3:2].[CH2:26]([NH:28][CH2:29][CH3:30])[CH3:27]. Given the product [C:1]([C:5]1[CH:6]=[CH:7][C:8]([S:11]([N:14]([C:15]2[CH:16]=[N:17][C:18]([CH3:21])=[CH:19][CH:20]=2)[CH2:22][C:23]([N:28]([CH2:29][CH3:30])[CH2:26][CH3:27])=[O:24])(=[O:12])=[O:13])=[CH:9][CH:10]=1)([CH3:4])([CH3:3])[CH3:2], predict the reactants needed to synthesize it. (2) Given the product [CH:17]1([C:15]2[N:7]([C:1]3[CH:6]=[CH:5][CH:4]=[CH:3][CH:2]=3)[N:8]=[N:9][C:14]=2[C:13]([OH:20])=[O:12])[CH2:19][CH2:18]1, predict the reactants needed to synthesize it. The reactants are: [C:1]1([N:7]=[N+:8]=[N-:9])[CH:6]=[CH:5][CH:4]=[CH:3][CH:2]=1.C([O:12][C:13](=[O:20])[CH2:14][C:15]([CH:17]1[CH2:19][CH2:18]1)=O)C.C[O-].[Na+].[OH-].[Na+].Cl. (3) Given the product [OH:1][C:2]1[C:17]([C:18]#[N:19])=[C:6]2[CH:7]=[C:8]([C:10]3[CH:11]=[CH:12][C:13]([OH:16])=[CH:14][CH:15]=3)[O:9][C:5]2=[C:4]([O:21][CH3:22])[CH:3]=1, predict the reactants needed to synthesize it. The reactants are: [OH:1][C:2]1[C:17]([CH:18]=[N:19]O)=[C:6]2[CH:7]=[C:8]([C:10]3[CH:15]=[CH:14][C:13]([OH:16])=[CH:12][CH:11]=3)[O:9][C:5]2=[C:4]([O:21][CH3:22])[CH:3]=1.[H-].[Na+].[OH-].[Na+].Cl. (4) Given the product [CH2:22]([O:21][C:19]([NH:18][C@H:15]1[CH2:16][CH2:17][N:12]([C:10]2[S:40][C:1]([CH3:2])=[C:4]([C:5]([O:7][CH3:8])=[O:6])[CH:9]=2)[CH2:13][C@H:14]1[O:29][CH3:30])=[O:20])[C:23]1[CH:28]=[CH:27][CH:26]=[CH:25][CH:24]=1, predict the reactants needed to synthesize it. The reactants are: [C:1]([CH:4]([CH2:9][C:10]([N:12]1[CH2:17][CH2:16][C@H:15]([NH:18][C:19]([O:21][CH2:22][C:23]2[CH:28]=[CH:27][CH:26]=[CH:25][CH:24]=2)=[O:20])[C@H:14]([O:29][CH3:30])[CH2:13]1)=O)[C:5]([O:7][CH3:8])=[O:6])(=O)[CH3:2].COC1C=CC(P2(SP(C3C=CC(OC)=CC=3)(=S)S2)=[S:40])=CC=1. (5) Given the product [F:40][C:41]([F:46])([F:45])[C:42]([OH:44])=[O:43].[NH2:8][C@H:9]([CH2:30][C:31]1[CH:36]=[C:35]([F:37])[C:34]([F:38])=[CH:33][C:32]=1[F:39])[CH2:10][C:11]([N:13]1[CH2:22][C:21]2[N:17]([CH:18]=[N:19][C:20]=2[C:23]([OH:25])=[O:24])[C:16]2[CH:26]=[CH:27][CH:28]=[CH:29][C:15]=2[CH2:14]1)=[O:12], predict the reactants needed to synthesize it. The reactants are: C(OC([NH:8][C@H:9]([CH2:30][C:31]1[CH:36]=[C:35]([F:37])[C:34]([F:38])=[CH:33][C:32]=1[F:39])[CH2:10][C:11]([N:13]1[CH2:22][C:21]2[N:17]([CH:18]=[N:19][C:20]=2[C:23]([OH:25])=[O:24])[C:16]2[CH:26]=[CH:27][CH:28]=[CH:29][C:15]=2[CH2:14]1)=[O:12])=O)(C)(C)C.[F:40][C:41]([F:46])([F:45])[C:42]([OH:44])=[O:43]. (6) The reactants are: [CH2:1]([O:3][CH:4]([CH2:10][C:11]1[CH:16]=[CH:15][C:14]([O:17][CH2:18][C:19](=[N:28][O:29][CH3:30])[C:20]2[CH:25]=[CH:24][CH:23]=[C:22]([O:26][CH3:27])[CH:21]=2)=[CH:13][CH:12]=1)[C:5]([O:7]CC)=[O:6])[CH3:2].[OH-].[Na+]. Given the product [CH2:1]([O:3][CH:4]([CH2:10][C:11]1[CH:12]=[CH:13][C:14]([O:17][CH2:18][C:19](=[N:28][O:29][CH3:30])[C:20]2[CH:25]=[CH:24][CH:23]=[C:22]([O:26][CH3:27])[CH:21]=2)=[CH:15][CH:16]=1)[C:5]([OH:7])=[O:6])[CH3:2], predict the reactants needed to synthesize it.